Task: Predict the reactants needed to synthesize the given product.. Dataset: Full USPTO retrosynthesis dataset with 1.9M reactions from patents (1976-2016) (1) Given the product [C:1]([O:5][C:6]([N:8]1[CH2:17][CH2:16][C:15]2[C:10](=[CH:11][CH:12]=[CH:13][C:14]=2/[CH:18]=[C:26](/[C:25]([OH:24])=[O:28])\[CH3:27])[CH2:9]1)=[O:7])([CH3:4])([CH3:3])[CH3:2], predict the reactants needed to synthesize it. The reactants are: [C:1]([O:5][C:6]([N:8]1[CH2:17][CH2:16][C:15]2[C:10](=[CH:11][CH:12]=[CH:13][C:14]=2[CH:18]=O)[CH2:9]1)=[O:7])([CH3:4])([CH3:3])[CH3:2].C([O:24][C:25](=[O:28])[CH2:26][CH3:27])(=O)CC.CC([O-])=O.[Na+]. (2) Given the product [F:11][C:12]1[CH:13]=[CH:14][C:15]([CH2:16][N:17]2[CH2:22][CH2:21][N:20]([C:23]([CH2:25][O:26][C:27]3[CH:32]=[CH:31][C:30]([Cl:33])=[CH:29][CH:28]=3)=[O:24])[CH2:19][CH:18]2[CH2:34][CH:35]=[O:36])=[CH:37][CH:38]=1, predict the reactants needed to synthesize it. The reactants are: C(Cl)(=O)C(Cl)=O.CS(C)=O.[F:11][C:12]1[CH:38]=[CH:37][C:15]([CH2:16][N:17]2[CH2:22][CH2:21][N:20]([C:23]([CH2:25][O:26][C:27]3[CH:32]=[CH:31][C:30]([Cl:33])=[CH:29][CH:28]=3)=[O:24])[CH2:19][CH:18]2[CH2:34][CH2:35][OH:36])=[CH:14][CH:13]=1.C(N(CC)CC)C. (3) Given the product [ClH:44].[OH:1][C:2]1[CH:7]=[CH:6][C:5]([C:8](=[NH:11])[NH:9][OH:10])=[CH:4][C:3]=1[S:12]([NH:15][CH2:16][CH2:17][C:18]1[CH:23]=[CH:22][C:21]([C:24]2[CH:29]=[CH:28][CH:27]=[CH:26][C:25]=2[S:30]([CH3:33])(=[O:32])=[O:31])=[CH:20][C:19]=1[O:34][CH2:35][C:36]([O:38][CH2:39][CH2:40][CH2:41][CH3:42])=[O:37])(=[O:13])=[O:14], predict the reactants needed to synthesize it. The reactants are: [OH:1][C:2]1[CH:7]=[CH:6][C:5]([C:8](=[NH:11])[NH:9][OH:10])=[CH:4][C:3]=1[S:12]([NH:15][CH2:16][CH2:17][C:18]1[CH:23]=[CH:22][C:21]([C:24]2[CH:29]=[CH:28][CH:27]=[CH:26][C:25]=2[S:30]([CH3:33])(=[O:32])=[O:31])=[CH:20][C:19]=1[O:34][CH2:35][C:36]([OH:38])=[O:37])(=[O:14])=[O:13].[CH2:39](O)[CH2:40][CH2:41][CH3:42].[ClH:44]. (4) Given the product [CH3:39][O:38][CH2:37][CH:4]([CH2:3][O:2][CH3:1])[O:5][C:6]1[CH:7]=[C:8]([O:26][C:27]2[CH:28]=[N:29][C:30]([S:33]([CH3:36])(=[O:34])=[O:35])=[CH:31][CH:32]=2)[CH:9]=[C:10]2[C:14]=1[NH:13][C:12]([C:15]1[S:16][CH:17]([CH2:20][C:21]([OH:23])=[O:22])[CH2:18][N:19]=1)=[CH:11]2, predict the reactants needed to synthesize it. The reactants are: [CH3:1][O:2][CH2:3][CH:4]([CH2:37][O:38][CH3:39])[O:5][C:6]1[CH:7]=[C:8]([O:26][C:27]2[CH:28]=[N:29][C:30]([S:33]([CH3:36])(=[O:35])=[O:34])=[CH:31][CH:32]=2)[CH:9]=[C:10]2[C:14]=1[NH:13][C:12]([C:15]1[S:16][CH:17]([CH2:20][C:21]([O:23]CC)=[O:22])[CH2:18][N:19]=1)=[CH:11]2.[OH-].[Na+]. (5) Given the product [CH3:28][C:29]1([CH3:44])[N:34]([CH3:35])[CH2:33][CH2:32][N:31]([CH2:36][C:37]2[CH:38]=[CH:39][C:40]([NH:43][C:4]([C:6]3[C:7]4[N:8]=[CH:9][CH:10]=[N:11][C:12]=4[C:13]([C:16]4[C:17]([F:27])=[C:18]([O:25][CH3:26])[CH:19]=[C:20]([O:23][CH3:24])[C:21]=4[F:22])=[CH:14][CH:15]=3)=[O:5])=[N:41][CH:42]=2)[CH2:30]1, predict the reactants needed to synthesize it. The reactants are: C(O[C:4]([C:6]1[C:7]2[N:8]=[CH:9][CH:10]=[N:11][C:12]=2[C:13]([C:16]2[C:21]([F:22])=[C:20]([O:23][CH3:24])[CH:19]=[C:18]([O:25][CH3:26])[C:17]=2[F:27])=[CH:14][CH:15]=1)=[O:5])C.[CH3:28][C:29]1([CH3:44])[N:34]([CH3:35])[CH2:33][CH2:32][N:31]([CH2:36][C:37]2[CH:38]=[CH:39][C:40]([NH2:43])=[N:41][CH:42]=2)[CH2:30]1.C([O-])(O)=O.[Na+].C(Cl)Cl. (6) Given the product [C:26]([NH:30][S:31]([C:34]1[CH:39]=[CH:38][CH:37]=[C:36]([C:40]2[N:41]=[C:42]([C:2]3[CH:7]=[C:6]([C:8]4[CH:13]=[CH:12][C:11]([C:14]([F:17])([F:16])[F:15])=[CH:10][CH:9]=4)[CH:5]=[C:4]([CH2:18][O:19][CH:20]4[CH2:25][CH2:24][CH2:23][CH2:22][O:21]4)[N:3]=3)[CH:43]=[CH:44][CH:45]=2)[CH:35]=1)(=[O:32])=[O:33])([CH3:29])([CH3:27])[CH3:28], predict the reactants needed to synthesize it. The reactants are: Br[C:2]1[CH:7]=[C:6]([C:8]2[CH:13]=[CH:12][C:11]([C:14]([F:17])([F:16])[F:15])=[CH:10][CH:9]=2)[CH:5]=[C:4]([CH2:18][O:19][CH:20]2[CH2:25][CH2:24][CH2:23][CH2:22][O:21]2)[N:3]=1.[C:26]([NH:30][S:31]([C:34]1[CH:39]=[CH:38][CH:37]=[C:36]([C:40]2[CH:45]=[CH:44][CH:43]=[C:42]([Sn](CCCC)(CCCC)CCCC)[N:41]=2)[CH:35]=1)(=[O:33])=[O:32])([CH3:29])([CH3:28])[CH3:27].CCCCCCC.C(OCC)(=O)C. (7) Given the product [Cl:1][C:2]1[CH:3]=[C:4]2[C:9](=[CH:10][CH:11]=1)[CH:8]=[C:7]([C:12]([OH:14])=[O:13])[CH:6]=[C:5]2[OH:16], predict the reactants needed to synthesize it. The reactants are: [Cl:1][C:2]1[CH:3]=[C:4]2[C:9](=[CH:10][CH:11]=1)[CH:8]=[C:7]([C:12]([O:14]C)=[O:13])[CH:6]=[C:5]2[OH:16].[OH-].[Na+]. (8) Given the product [OH:39][CH:38]1[CH2:37][CH2:36][CH2:35][N:34]([C:40]([O:42][CH2:43][C:44]2[CH:49]=[CH:48][CH:47]=[CH:46][CH:45]=2)=[O:41])[CH2:33][CH:32]1[NH:31][C:7](=[O:9])[C:2]1[CH:3]=[CH:4][CH:5]=[CH:6][N:1]=1, predict the reactants needed to synthesize it. The reactants are: [N:1]1[CH:6]=[CH:5][CH:4]=[CH:3][C:2]=1[C:7]([OH:9])=O.CCN=C=NCCCN(C)C.C1C=CC2N(O)N=NC=2C=1.[NH2:31][CH:32]1[CH:38]([OH:39])[CH2:37][CH2:36][CH2:35][N:34]([C:40]([O:42][CH2:43][C:44]2[CH:49]=[CH:48][CH:47]=[CH:46][CH:45]=2)=[O:41])[CH2:33]1. (9) The reactants are: Cl[C:2]1[N:7]=[C:6](Cl)[C:5]([N+:9]([O-])=O)=[CH:4][N:3]=1.CC[N:14](C(C)C)C(C)C.C[O:22][C:23](=O)[CH2:24][CH2:25][NH:26][CH:27]1[CH2:32][CH2:31][CH2:30][CH2:29][CH2:28]1.C([O-])=O.[NH4+]. Given the product [NH2:14][C:2]1[N:7]=[C:6]2[C:5]([NH:9][C:23](=[O:22])[CH2:24][CH2:25][N:26]2[CH:27]2[CH2:32][CH2:31][CH2:30][CH2:29][CH2:28]2)=[CH:4][N:3]=1, predict the reactants needed to synthesize it. (10) Given the product [N:15]1[CH:14]=[N:13][N:11]2[CH:12]=[C:7]([C:6]3[N:5]([C:16]4[CH:17]=[C:18]([CH3:22])[CH:19]=[CH:20][CH:21]=4)[C:4](=[O:23])[N:3]([CH2:36][C:37]4[CH:38]=[C:39]([CH:43]=[CH:44][CH:45]=4)[C:40]([NH2:42])=[O:41])[C:2]=3[CH3:1])[CH:8]=[CH:9][C:10]=12, predict the reactants needed to synthesize it. The reactants are: [CH3:1][C:2]1[NH:3][C:4](=[O:23])[N:5]([C:16]2[CH:17]=[C:18]([CH3:22])[CH:19]=[CH:20][CH:21]=2)[C:6]=1[C:7]1[CH:8]=[CH:9][C:10]2[N:11]([N:13]=[CH:14][N:15]=2)[CH:12]=1.CN(C)C=O.CC(C)([O-])C.[K+].Cl[CH2:36][C:37]1[CH:38]=[C:39]([CH:43]=[CH:44][CH:45]=1)[C:40]([NH2:42])=[O:41].